From a dataset of Experimentally validated miRNA-target interactions with 360,000+ pairs, plus equal number of negative samples. Binary Classification. Given a miRNA mature sequence and a target amino acid sequence, predict their likelihood of interaction. (1) The miRNA is hsa-miR-510-3p with sequence AUUGAAACCUCUAAGAGUGGA. The protein sequence of the target gene is MDPEHAKPESSEAPSGNLKQPETAAALSLILGALACFIITQANESFITITSLEICIVVFFILIYVLTLHHLLTYLHWPLLDLTNSIITAVFLSVVAILAMQEKKRRHLLYVGGSLCLTAVIVCCIDAFVVTTKMRTNLKRFLGVEVERKLSPAKDAYPETGPDAPQRPA. Result: 0 (no interaction). (2) The miRNA is mmu-miR-181a-5p with sequence AACAUUCAACGCUGUCGGUGAGU. The protein sequence of the target gene is MQSPASRCGRALVALLLACGFLGVWGEKRGFPPAQATLSLLGTKEVMTPPTKTSWTRGSNSSLMRSSAPAEVTKGGRGAGVPPRSFPPPCQRNIEISKTFKYINTIVSCLVFVLGIIGNSTLLRIIYKNKCMRNGPNILIASLALGDLLHIIIDIPINTYKLLAEDWPFGAEMCKLVPFIQKASVGITVLSLCALSIDRYRAVASWSRIKGIGVPKWTAVEIVLIWVVSVVLAVPEAIGFDMITSDYKGKPLRVCMLNPFQKTAFMQFYKTAKDWWLFSFYFCLPLAITAVFYTLMTCEM.... Result: 1 (interaction). (3) The miRNA is mmu-miR-323-3p with sequence CACAUUACACGGUCGACCUCU. The protein sequence of the target gene is MDTNRPGAFVLSSAPLAALHNMAEMKTSLFPYALQGPAGFKAPALGGLGAQLPLGTPHGISDILGRPVGAAGGGLLGGLPRLNGLASSAGVYFGPAAAVARGYPKPLAELPGRPPIFWPGVVQGAPWRDPRLAGPAPAGGVLDKDGKKKHSRPTFSGQQIFALEKTFEQTKYLAGPERARLAYSLGMTESQVKVWFQNRRTKWRKRHAVEMASAKKKQDSDAEKLKVGGSDAEDDDEYNRPLDPNSDDEKITRLLKKHKPSNLALVSPCGGGAGDAL. Result: 0 (no interaction). (4) The miRNA is hsa-miR-3159 with sequence UAGGAUUACAAGUGUCGGCCAC. The protein sequence of the target gene is MAKRKEENFSSPKNAKRPRQEELEDFDKDGDEDECKGTTLTAAEVGIIESIHLKNFMCHSMLGPFKFGSNVNFVVGNNGSGKSAVLTALIVGLGGRAVATNRGSSLKGFVKDGQNSADISITLRNRGDDAFKASVYGNSILIQQHISIDGSRSYKLKSATGSVVSTRKEELIAILDHFNIQVDNPVSVLTQEMSKQFLQSKNEGDKYKFFMKATQLEQMKEDYSYIMETKERTKEQIHQGEERLTELKRQCVEKEERFQSIAGLSTMKTNLESLKHEMAWAVVNEIEKQLNAIRDNIKIG.... Result: 0 (no interaction). (5) The miRNA is hsa-miR-16-5p with sequence UAGCAGCACGUAAAUAUUGGCG. The protein sequence of the target gene is MSDSTWMSADPHLASSLSPSQDERMRSPQNLHSQEDDDSSSESGSGNGSSTLNPSTSSSTQGDPAFPEMNGNGAVAPMDFTTAAEDQPINLCDKLPPATALGTASYPSDGCGADGLRSRVKYGVKTTPESPPYSSGSYDSIKTEVSGCPEDLTVGRAPTADDDDDDHDDHEDNDKMNDSEGMDPERLKAFNMFVRLFVDENLDRMVPISKQPKEKIQAIIESCSRQFPEFQERARKRIRTYLKSCRRMKKNGMEMTRPTPPHLTSAMAENILAAACESETRKAAKRMRLEIYQSSQDEPI.... Result: 1 (interaction).